This data is from Full USPTO retrosynthesis dataset with 1.9M reactions from patents (1976-2016). The task is: Predict the reactants needed to synthesize the given product. (1) Given the product [Br:1][C:2]1[CH:3]=[CH:4][C:5]([CH:8]([O:29][C:35]2[CH:34]=[CH:33][CH:32]=[C:31]([CH3:30])[CH:36]=2)[CH2:9][CH2:10][N:11]2[CH2:16][CH2:15][CH:14]([C:17]3[CH:18]=[C:19]([NH:23][C:24](=[O:28])[CH:25]([CH3:26])[CH3:27])[CH:20]=[CH:21][CH:22]=3)[CH2:13][CH2:12]2)=[CH:6][CH:7]=1, predict the reactants needed to synthesize it. The reactants are: [Br:1][C:2]1[CH:7]=[CH:6][C:5]([CH:8]([OH:29])[CH2:9][CH2:10][N:11]2[CH2:16][CH2:15][CH:14]([C:17]3[CH:18]=[C:19]([NH:23][C:24](=[O:28])[CH:25]([CH3:27])[CH3:26])[CH:20]=[CH:21][CH:22]=3)[CH2:13][CH2:12]2)=[CH:4][CH:3]=1.[CH3:30][C:31]1[CH:32]=[C:33](O)[CH:34]=[CH:35][CH:36]=1. (2) Given the product [S:8]1[CH:9]=[CH:10][CH:11]=[C:7]1[C:4]1[CH:5]=[CH:6][N:2]([O:1][C:14](=[O:15])[N:13]([CH3:12])[C:17]2[CH:22]=[CH:21][CH:20]=[CH:19][CH:18]=2)[N:3]=1, predict the reactants needed to synthesize it. The reactants are: [OH:1][N:2]1[CH:6]=[CH:5][C:4]([C:7]2[S:8][CH:9]=[CH:10][CH:11]=2)=[N:3]1.[CH3:12][N:13]([C:17]1[CH:22]=[CH:21][CH:20]=[CH:19][CH:18]=1)[C:14](Cl)=[O:15].